This data is from Catalyst prediction with 721,799 reactions and 888 catalyst types from USPTO. The task is: Predict which catalyst facilitates the given reaction. (1) Reactant: [Br:1][C:2]1[CH:3]=[C:4]2[C:8](=[CH:9][CH:10]=1)[C:7](=[O:11])[NH:6][CH:5]2O.O.[NH2:14]N. Product: [Br:1][C:2]1[CH:3]=[C:4]2[C:8](=[CH:9][CH:10]=1)[C:7](=[O:11])[NH:6][N:14]=[CH:5]2. The catalyst class is: 6. (2) Product: [CH3:13][CH:12]([CH2:11][C:6]1[C:5]2[C:9](=[CH:10][C:2]([F:1])=[CH:3][CH:4]=2)[NH:8][CH:7]=1)[NH2:14]. The catalyst class is: 1. Reactant: [F:1][C:2]1[CH:10]=[C:9]2[C:5]([C:6]([CH:11]=[C:12]([N+:14]([O-])=O)[CH3:13])=[CH:7][NH:8]2)=[CH:4][CH:3]=1.O. (3) Reactant: C[O:2][C:3](=[O:40])[C@@H:4]([O:9][CH2:10][C@@H:11]1[CH2:15][C@@H:14]([S:16][C:17]([C:30]2[CH:35]=[CH:34][CH:33]=[CH:32][CH:31]=2)([C:24]2[CH:29]=[CH:28][CH:27]=[CH:26][CH:25]=2)[C:18]2[CH:23]=[CH:22][CH:21]=[CH:20][CH:19]=2)[CH2:13][N:12]1[S:36]([CH3:39])(=[O:38])=[O:37])[CH2:5][CH:6]([CH3:8])[CH3:7]. Product: [CH3:39][S:36]([N:12]1[CH2:13][C@H:14]([S:16][C:17]([C:24]2[CH:25]=[CH:26][CH:27]=[CH:28][CH:29]=2)([C:30]2[CH:35]=[CH:34][CH:33]=[CH:32][CH:31]=2)[C:18]2[CH:19]=[CH:20][CH:21]=[CH:22][CH:23]=2)[CH2:15][C@H:11]1[CH2:10][O:9][C@@H:4]([CH2:5][CH:6]([CH3:8])[CH3:7])[C:3]([OH:40])=[O:2])(=[O:37])=[O:38]. The catalyst class is: 301. (4) Reactant: [NH:1]1[CH:5]=[C:4]([CH2:6][N:7]2[C:15]3[C:10](=[C:11]([NH:16][C:17]([C:19]4[N:23]5[CH:24]=[CH:25][CH:26]=[CH:27][C:22]5=[N:21][CH:20]=4)=[O:18])[CH:12]=[CH:13][CH:14]=3)[C:9]([CH2:28][CH3:29])=[N:8]2)[CH:3]=[N:2]1.O.[OH-].[Cs+].Br[CH2:34][CH3:35].[ClH:36]. Product: [ClH:36].[ClH:36].[CH2:28]([C:9]1[C:10]2[C:15](=[CH:14][CH:13]=[CH:12][C:11]=2[NH:16][C:17]([C:19]2[N:23]3[CH:24]=[CH:25][CH:26]=[CH:27][C:22]3=[N:21][CH:20]=2)=[O:18])[N:7]([CH2:6][C:4]2[CH:5]=[N:1][N:2]([CH2:34][CH3:35])[CH:3]=2)[N:8]=1)[CH3:29]. The catalyst class is: 9. (5) Reactant: [CH2:1]([C@@H:3]([C:10]1[CH:15]=[CH:14][CH:13]=[C:12]([O:16]C)[CH:11]=1)[C@@H:4]([CH3:9])[CH2:5][N:6]([CH3:8])[CH3:7])[CH3:2].B(Br)(Br)Br.CO.[ClH:24]. Product: [ClH:24].[CH3:8][N:6]([CH3:7])[CH2:5][C@H:4]([CH3:9])[C@H:3]([C:10]1[CH:11]=[C:12]([OH:16])[CH:13]=[CH:14][CH:15]=1)[CH2:1][CH3:2]. The catalyst class is: 4. (6) Reactant: Cl[C:2]1[N:6]([CH3:7])[N:5]=[C:4]([CH3:8])[C:3]=1[CH:9]=[O:10].[C:11]([O:15][CH2:16][CH3:17])(=[O:14])[CH2:12][SH:13].C(=O)([O-])[O-].[K+].[K+].CN(C)C=O. Product: [CH:9]([C:3]1[C:4]([CH3:8])=[N:5][N:6]([CH3:7])[C:2]=1[S:13][CH2:12][C:11]([O:15][CH2:16][CH3:17])=[O:14])=[O:10]. The catalyst class is: 6. (7) Reactant: [CH2:1]([O:8][C:9]1[C:10]([NH:15][C:16]([NH2:18])=[S:17])=[N:11][CH:12]=[CH:13][CH:14]=1)[C:2]1[CH:7]=[CH:6][CH:5]=[CH:4][CH:3]=1.Br[CH2:20][C:21](=O)[CH2:22][CH2:23][C:24]([O:26][CH3:27])=[O:25].C(N(CC)CC)C. Product: [CH2:1]([O:8][C:9]1[C:10]([NH:15][C:16]2[S:17][CH:20]=[C:21]([CH2:22][CH2:23][C:24]([O:26][CH3:27])=[O:25])[N:18]=2)=[N:11][CH:12]=[CH:13][CH:14]=1)[C:2]1[CH:3]=[CH:4][CH:5]=[CH:6][CH:7]=1. The catalyst class is: 5.